From a dataset of Reaction yield outcomes from USPTO patents with 853,638 reactions. Predict the reaction yield, written as a fraction of the theoretical maximum amount of product (1.0 means a 100% yield; for example, 0.34 means a 34% yield). (1) The reactants are [F:1][C:2]1[CH:3]=[C:4]([N+:23]([O-])=O)[C:5]([N:8]([CH2:11][C:12]2[CH:22]=[CH:21][C:15]3[N:16]=[C:17]([S:19][CH3:20])[S:18][C:14]=3[CH:13]=2)[CH:9]=O)=[N:6][CH:7]=1. The catalyst is CCO.CC(O)=O.[Fe]. The product is [F:1][C:2]1[CH:3]=[C:4]2[N:23]=[CH:9][N:8]([CH2:11][C:12]3[CH:22]=[CH:21][C:15]4[N:16]=[C:17]([S:19][CH3:20])[S:18][C:14]=4[CH:13]=3)[C:5]2=[N:6][CH:7]=1. The yield is 0.280. (2) The reactants are [F:1][C:2]1[CH:3]=[C:4]([N+:10]([O-:12])=[O:11])[CH:5]=[C:6]([F:9])[C:7]=1F.O.Cl.[NH:15]1[CH2:20][CH2:19][C:18](=[O:21])[CH2:17][CH2:16]1.C(N(CC)CC)C. The catalyst is C(Cl)(Cl)Cl. The product is [F:9][C:6]1[CH:5]=[C:4]([N+:10]([O-:12])=[O:11])[CH:3]=[C:2]([F:1])[C:7]=1[N:15]1[CH2:20][CH2:19][C:18](=[O:21])[CH2:17][CH2:16]1. The yield is 0.940.